The task is: Predict the reaction yield, written as a fraction of the theoretical maximum amount of product (1.0 means a 100% yield; for example, 0.34 means a 34% yield).. This data is from Reaction yield outcomes from USPTO patents with 853,638 reactions. (1) The reactants are [CH2:1]([O:8][C:9]([N:11]1[CH2:15][CH2:14][CH:13]([C:16]#[N:17])[CH2:12]1)=[O:10])[C:2]1[CH:7]=[CH:6][CH:5]=[CH:4][CH:3]=1.[N-:18]=[N+:19]=[N-:20].[Na+].[Cl-].[NH4+].C(Cl)Cl. The catalyst is CN(C=O)C. The product is [CH2:1]([O:8][C:9]([N:11]1[CH2:15][CH2:14][CH:13]([C:16]2[NH:20][N:19]=[N:18][N:17]=2)[CH2:12]1)=[O:10])[C:2]1[CH:3]=[CH:4][CH:5]=[CH:6][CH:7]=1. The yield is 0.310. (2) The reactants are [N:1]1[C:8]([Cl:9])=[N:7][C:5](Cl)=[N:4][C:2]=1[Cl:3].C(N(C(C)C)CC)(C)C.[N:19]1[CH:24]=[CH:23][CH:22]=[CH:21][C:20]=1[N:25]1[CH2:30][CH2:29][NH:28][CH2:27][CH2:26]1. The catalyst is O1CCCC1.C(OCC)(=O)C. The product is [Cl:9][C:8]1[N:1]=[C:2]([Cl:3])[N:4]=[C:5]([N:28]2[CH2:29][CH2:30][N:25]([C:20]3[CH:21]=[CH:22][CH:23]=[CH:24][N:19]=3)[CH2:26][CH2:27]2)[N:7]=1. The yield is 0.750. (3) The reactants are S([CH2:11][N+:12]#[C-:13])(C1C=CC(C)=CC=1)(=O)=O.[N:14]1([CH2:19][CH2:20][CH2:21][O:22][C:23]2[CH:28]=[CH:27][C:26]([C:29]3([CH:35]=[O:36])[CH2:34][CH2:33][O:32][CH2:31][CH2:30]3)=[CH:25][CH:24]=2)[CH2:18][CH2:17][CH2:16][CH2:15]1.C(=O)([O-])[O-].[K+].[K+]. The catalyst is CO. The product is [N:14]1([CH2:19][CH2:20][CH2:21][O:22][C:23]2[CH:28]=[CH:27][C:26]([C:29]3([C:35]4[O:36][CH:13]=[N:12][CH:11]=4)[CH2:30][CH2:31][O:32][CH2:33][CH2:34]3)=[CH:25][CH:24]=2)[CH2:18][CH2:17][CH2:16][CH2:15]1. The yield is 0.0200.